This data is from Catalyst prediction with 721,799 reactions and 888 catalyst types from USPTO. The task is: Predict which catalyst facilitates the given reaction. (1) Reactant: [CH:1]1([CH:6]([OH:17])[C:7]([O:9][CH2:10][C:11]2[CH:16]=[CH:15][CH:14]=[CH:13][CH:12]=2)=[O:8])[CH2:5][CH2:4][CH2:3][CH2:2]1. Product: [O:17]=[C:6]([CH:1]1[CH2:5][CH2:4][CH2:3][CH2:2]1)[C:7]([O:9][CH2:10][C:11]1[CH:12]=[CH:13][CH:14]=[CH:15][CH:16]=1)=[O:8]. The catalyst class is: 4. (2) Reactant: [NH2:1][C:2]1[CH:7]=[C:6]([O:8][C:9]2[CH:14]=[CH:13][C:12]([NH:15][C:16]([NH:18][C:19]3[N:23]([C:24]4[CH:25]=[C:26]5[C:31](=[CH:32][CH:33]=4)[N:30]=[CH:29][CH:28]=[CH:27]5)[N:22]=[C:21]([CH:34]([CH3:36])[CH3:35])[CH:20]=3)=[O:17])=[C:11]([F:37])[CH:10]=2)[CH:5]=[CH:4][N:3]=1.N1C=CC=CC=1.[C:44](OC(=O)C)(=[O:46])[CH3:45]. Product: [C:44]([NH:1][C:2]1[CH:7]=[C:6]([O:8][C:9]2[CH:14]=[CH:13][C:12]([NH:15][C:16]([NH:18][C:19]3[N:23]([C:24]4[CH:25]=[C:26]5[C:31](=[CH:32][CH:33]=4)[N:30]=[CH:29][CH:28]=[CH:27]5)[N:22]=[C:21]([CH:34]([CH3:35])[CH3:36])[CH:20]=3)=[O:17])=[C:11]([F:37])[CH:10]=2)[CH:5]=[CH:4][N:3]=1)(=[O:46])[CH3:45]. The catalyst class is: 2. (3) Product: [Cl:1][C:2]1[CH:28]=[CH:27][CH:26]=[CH:25][C:3]=1[CH2:4][NH:5][C:6]1[N:7]=[CH:8][C:9]2[C:15]([N:16]3[CH2:17][CH2:18][CH:19]([C:22]([N:32]4[CH2:33][CH2:34][N:29]([CH2:35][CH2:36][OH:37])[CH2:30][CH2:31]4)=[O:24])[CH2:20][CH2:21]3)=[N:14][CH:13]=[CH:12][C:10]=2[N:11]=1. The catalyst class is: 18. Reactant: [Cl:1][C:2]1[CH:28]=[CH:27][CH:26]=[CH:25][C:3]=1[CH2:4][NH:5][C:6]1[N:7]=[CH:8][C:9]2[C:15]([N:16]3[CH2:21][CH2:20][CH:19]([C:22]([OH:24])=O)[CH2:18][CH2:17]3)=[N:14][CH:13]=[CH:12][C:10]=2[N:11]=1.[N:29]1([CH2:35][CH2:36][OH:37])[CH2:34][CH2:33][NH:32][CH2:31][CH2:30]1.CN1CCOCC1.OC1C2N=NNC=2C=CC=1.CN(C)CCCN=C=NCC.Cl. (4) Reactant: P(Br)(Br)[Br:2].[Cl:5][C:6]1[C:11]([C:12]([F:15])([F:14])[F:13])=[CH:10][CH:9]=[CH:8][C:7]=1[CH2:16]O.S([O-])(O)(=O)=O.[Na+]. Product: [Br:2][CH2:16][C:7]1[CH:8]=[CH:9][CH:10]=[C:11]([C:12]([F:15])([F:14])[F:13])[C:6]=1[Cl:5]. The catalyst class is: 155.